This data is from Catalyst prediction with 721,799 reactions and 888 catalyst types from USPTO. The task is: Predict which catalyst facilitates the given reaction. (1) Reactant: C1(OC)C=CC=CC=1.[C:9]([C:13]1[CH:18]=[CH:17][C:16](/[C:19](/[C:38]2[NH:43][C:42](=[O:44])[C:41]([CH2:45][CH2:46][C:47]([NH2:49])=[O:48])=[CH:40][CH:39]=2)=[CH:20]\[C@H:21]2[CH2:25][CH2:24][C:23](=[O:26])[N:22]2CC2C=CC(OC)=CC=2OC)=[CH:15][CH:14]=1)([CH3:12])([CH3:11])[CH3:10]. Product: [C:9]([C:13]1[CH:18]=[CH:17][C:16](/[C:19](/[C:38]2[NH:43][C:42](=[O:44])[C:41]([CH2:45][CH2:46][C:47]([NH2:49])=[O:48])=[CH:40][CH:39]=2)=[CH:20]\[C@H:21]2[CH2:25][CH2:24][C:23](=[O:26])[NH:22]2)=[CH:15][CH:14]=1)([CH3:12])([CH3:10])[CH3:11]. The catalyst class is: 55. (2) Reactant: [CH3:1][C:2]([C:5]1[CH:6]=[CH:7][C:8]([S:11]([NH:14][C:15]2[C:16]([O:31][C:32]3[CH:33]=[CH:34][CH:35]=[CH:36][C:37]=3[O:38][CH3:39])=[C:17]([O:27][CH2:28][CH2:29][OH:30])[N:18]=[C:19]([C:21]3[N:22]=[CH:23][CH:24]=[CH:25][N:26]=3)[N:20]=2)(=[O:13])=[O:12])=[CH:9][CH:10]=1)([CH3:4])[CH3:3].[K]. Product: [CH3:4][C:2]([C:5]1[CH:10]=[CH:9][C:8]([S:11]([NH:14][C:15]2[C:16]([O:31][C:32]3[CH:33]=[CH:34][CH:35]=[CH:36][C:37]=3[O:38][CH3:39])=[C:17]([O:27][CH2:28][CH2:29][OH:30])[N:18]=[C:19]([C:21]3[N:26]=[CH:25][CH:24]=[CH:23][N:22]=3)[N:20]=2)(=[O:12])=[O:13])=[CH:7][CH:6]=1)([CH3:1])[CH3:3]. The catalyst class is: 13. (3) Reactant: [ClH:1].C(OCC)C.[CH3:7][O:8][N:9]([CH3:24])[C:10]1[N:15]=[C:14]([NH:16][CH2:17][CH2:18][CH3:19])[N:13]=[C:12]([NH:20][CH2:21][C:22]#[CH:23])[N:11]=1. Product: [ClH:1].[CH3:7][O:8][N:9]([CH3:24])[C:10]1[N:11]=[C:12]([NH:20][CH2:21][CH2:22][CH3:23])[N:13]=[C:14]([NH:16][CH2:17][C:18]#[CH:19])[N:15]=1. The catalyst class is: 27. (4) Reactant: [CH2:1]([O:3][C:4](=[O:23])[CH2:5][N:6]([CH:20]1[CH2:22][CH2:21]1)[C:7](=[O:19])[C:8]1[CH:13]=[CH:12][C:11]([O:14][C:15]([F:18])([F:17])[F:16])=[CH:10][CH:9]=1)[CH3:2].[C:24](O)(=[O:31])[C:25]1[CH:30]=[CH:29][CH:28]=[N:27][CH:26]=1. Product: [CH2:1]([O:3][C:4](=[O:23])[CH:5]([N:6]([CH:20]1[CH2:22][CH2:21]1)[C:7](=[O:19])[C:8]1[CH:9]=[CH:10][C:11]([O:14][C:15]([F:16])([F:17])[F:18])=[CH:12][CH:13]=1)[C:24](=[O:31])[C:25]1[CH:26]=[N:27][CH:28]=[CH:29][CH:30]=1)[CH3:2]. The catalyst class is: 76. (5) Reactant: [Cl:1][C:2]1[CH:7]=[C:6]([OH:8])[CH:5]=[CH:4][C:3]=1[CH2:9][CH2:10][C:11]([NH:13][CH2:14][C:15]1[CH:24]=[CH:23][CH:22]=[CH:21][C:16]=1[C:17]([O:19][CH3:20])=[O:18])=[O:12].Cl[Si:26]([C:29]([CH3:32])([CH3:31])[CH3:30])([CH3:28])[CH3:27].N1C=CN=C1.Cl. Product: [Si:26]([O:8][C:6]1[CH:5]=[CH:4][C:3]([CH2:9][CH2:10][C:11]([NH:13][CH2:14][C:15]2[CH:24]=[CH:23][CH:22]=[CH:21][C:16]=2[C:17]([O:19][CH3:20])=[O:18])=[O:12])=[C:2]([Cl:1])[CH:7]=1)([C:29]([CH3:32])([CH3:31])[CH3:30])([CH3:28])[CH3:27]. The catalyst class is: 35. (6) Reactant: [NH2:1][C:2]1[C:3]([CH2:15][CH3:16])=[N:4][N:5]([CH2:10][CH2:11][O:12][CH2:13][CH3:14])[C:6]=1[C:7]([NH2:9])=[O:8].[C:17](N1C=CN=C1)(N1C=CN=C1)=[O:18]. Product: [CH2:13]([O:12][CH2:11][CH2:10][N:5]1[C:6]2[C:7](=[O:8])[NH:9][C:17](=[O:18])[NH:1][C:2]=2[C:3]([CH2:15][CH3:16])=[N:4]1)[CH3:14]. The catalyst class is: 9.